From a dataset of Full USPTO retrosynthesis dataset with 1.9M reactions from patents (1976-2016). Predict the reactants needed to synthesize the given product. (1) Given the product [C:18]([O:17][C:15](=[O:22])[NH:16][C:2]1[CH:7]=[CH:6][N:5]2[N:8]=[C:9]([N:11]([CH2:13][CH3:14])[CH3:12])[N:10]=[C:4]2[CH:3]=1)([CH3:21])([CH3:20])[CH3:19], predict the reactants needed to synthesize it. The reactants are: Br[C:2]1[CH:7]=[CH:6][N:5]2[N:8]=[C:9]([N:11]([CH2:13][CH3:14])[CH3:12])[N:10]=[C:4]2[CH:3]=1.[C:15](=[O:22])([O:17][C:18]([CH3:21])([CH3:20])[CH3:19])[NH2:16].C(=O)([O-])[O-].[Cs+].[Cs+].C1(P(C2C=CC=CC=2)C2C3OC4C(=CC=CC=4P(C4C=CC=CC=4)C4C=CC=CC=4)C(C)(C)C=3C=CC=2)C=CC=CC=1. (2) The reactants are: [CH3:1][S:2]([C:5]1[CH:10]=[CH:9][C:8]([C:11]2[N:16]=[CH:15][C:14]([CH2:17][NH:18][CH:19]3[CH2:24][CH2:23][N:22]([C:25]([O:27][C:28]([CH3:31])([CH3:30])[CH3:29])=[O:26])[CH2:21][CH2:20]3)=[CH:13][CH:12]=2)=[CH:7][CH:6]=1)(=[O:4])=[O:3].C=O.[BH-](OC(C)=O)(OC(C)=O)O[C:36](C)=O.[Na+].[OH-].[Na+]. Given the product [CH3:36][N:18]([CH2:17][C:14]1[CH:15]=[N:16][C:11]([C:8]2[CH:9]=[CH:10][C:5]([S:2]([CH3:1])(=[O:3])=[O:4])=[CH:6][CH:7]=2)=[CH:12][CH:13]=1)[CH:19]1[CH2:24][CH2:23][N:22]([C:25]([O:27][C:28]([CH3:31])([CH3:30])[CH3:29])=[O:26])[CH2:21][CH2:20]1, predict the reactants needed to synthesize it.